From a dataset of Full USPTO retrosynthesis dataset with 1.9M reactions from patents (1976-2016). Predict the reactants needed to synthesize the given product. (1) Given the product [Br:6][C:7]1[S:8][C:9]([S:2]([Cl:1])(=[O:5])=[O:3])=[CH:10][C:11]=1[Cl:12], predict the reactants needed to synthesize it. The reactants are: [Cl:1][S:2]([OH:5])(=O)=[O:3].[Br:6][C:7]1[S:8][CH:9]=[CH:10][C:11]=1[Cl:12]. (2) Given the product [F:9][CH:6]1[CH2:5][N:4]([C:10]([C:12]2[N:13]=[C:14]([CH3:23])[S:15][C:16]=2[C:17]2[CH:22]=[CH:21][CH:20]=[CH:19][CH:18]=2)=[O:11])[CH:3]([CH2:2][NH:1][C:25]2[CH:30]=[CH:29][C:28]([C:31]([F:34])([F:33])[F:32])=[CH:27][N:26]=2)[CH2:8][CH2:7]1, predict the reactants needed to synthesize it. The reactants are: [NH2:1][CH2:2][CH:3]1[CH2:8][CH2:7][CH:6]([F:9])[CH2:5][N:4]1[C:10]([C:12]1[N:13]=[C:14]([CH3:23])[S:15][C:16]=1[C:17]1[CH:22]=[CH:21][CH:20]=[CH:19][CH:18]=1)=[O:11].Cl[C:25]1[CH:30]=[CH:29][C:28]([C:31]([F:34])([F:33])[F:32])=[CH:27][N:26]=1.C([O-])([O-])=O.[Cs+].[Cs+].